The task is: Predict the product of the given reaction.. This data is from Forward reaction prediction with 1.9M reactions from USPTO patents (1976-2016). (1) Given the reactants [C:1]1([C:7]2[N:11]=[C:10]([CH:12]=[C:13]3[CH2:18][CH2:17][NH:16][CH2:15][CH2:14]3)[O:9][N:8]=2)[CH:6]=[CH:5][CH:4]=[CH:3][CH:2]=1.Cl[C:20]1[C:25]([N+:26]([O-:28])=[O:27])=[CH:24][CH:23]=[C:22]([CH3:29])[N:21]=1.C(N(C(C)C)CC)(C)C.O, predict the reaction product. The product is: [CH3:29][C:22]1[N:21]=[C:20]([N:16]2[CH2:17][CH2:18][C:13](=[CH:12][C:10]3[O:9][N:8]=[C:7]([C:1]4[CH:2]=[CH:3][CH:4]=[CH:5][CH:6]=4)[N:11]=3)[CH2:14][CH2:15]2)[C:25]([N+:26]([O-:28])=[O:27])=[CH:24][CH:23]=1. (2) Given the reactants [CH2:1]([NH:7][C:8]([S-:10])=[S:9])[CH2:2][NH:3][C:4]([S-:6])=[S:5].[Mn+2:11].CC1C(/C(/C)=N\NC2N=C(C)C=C(C)N=2)=CC=CC=1.CC#CC1C=C(C)N=C(NC2C=CC=CC=2)N=1.CC1C=CC=CC=1C(NC1C=C(OC(C)C)C=CC=1)=O.CC1C(N(C(COC)=O)C(C(OC)=O)C)=C(C)C=CC=1.CC1C=CC=C(C)C=1N(C(COC)=O)[C@@H](C(OC)=O)C.CC1(C)C(O)(CN2N=CN=C2)C(CC2C=CC(Cl)=CC=2)CC1.CNC(SC1C=CC(OS(C)(=O)=O)=CC=1)=O.CC1C(C(NC2C=CC=CC=2)=O)=C(C)OC=1C.C(NC([S-])=S)CNC([S-])=S.[Zn+2:173].CNC(/C(/C1C=CC=CC=1OC1C=CC=CC=1)=N/OC)=O.CC1N=C(C)SC=1C(NC1C=CC=CC=1)=O.C1[C@H](NC([C@@H](N)CO)=O)[C@H](C(O)(C(O)=O)CC(O)CNC(N)=N)O[C@@H](N2C(O)N=C(N)C(CO)=C2)C=1.CCCCC(C1C=CC(Cl)=CC=1)(C#N)CN1N=CN=C1.CC1(COC)OC(=O)N(C2C=C(Cl)C=C(Cl)C=2)C1=O, predict the reaction product. The product is: [CH2:1]([NH:7][C:8]([S-:10])=[S:9])[CH2:2][NH:3][C:4]([S-:6])=[S:5].[CH2:1]([NH:7][C:8]([S-:10])=[S:9])[CH2:2][NH:3][C:4]([S-:6])=[S:5].[Mn+2:11].[Zn+2:173]. (3) Given the reactants [S:1]1[C:5]2[CH:6]=[C:7]([N:10]3[CH2:14][CH2:13][NH:12][C:11]3=[O:15])[CH:8]=[CH:9][C:4]=2[N:3]=[CH:2]1.Br[C:17]1[CH:18]=[N:19][CH:20]=[CH:21][C:22]=1[CH:23]([F:25])[F:24].N[C@@H]1CCCC[C@H]1N.P([O-])([O-])([O-])=O.[K+].[K+].[K+], predict the reaction product. The product is: [S:1]1[C:5]2[CH:6]=[C:7]([N:10]3[CH2:14][CH2:13][N:12]([C:17]4[CH:18]=[N:19][CH:20]=[CH:21][C:22]=4[CH:23]([F:25])[F:24])[C:11]3=[O:15])[CH:8]=[CH:9][C:4]=2[N:3]=[CH:2]1. (4) Given the reactants C([Li])CCC.Br[C:7]1[CH:12]=[CH:11][CH:10]=[C:9]([Br:13])[N:8]=1.[C:14]([C:22]1[CH:27]=[CH:26][CH:25]=[CH:24][CH:23]=1)(=[O:21])[C:15]1[CH:20]=[CH:19][CH:18]=[CH:17][CH:16]=1, predict the reaction product. The product is: [Br:13][C:9]1[N:8]=[C:7]([C:14]([C:15]2[CH:20]=[CH:19][CH:18]=[CH:17][CH:16]=2)([C:22]2[CH:27]=[CH:26][CH:25]=[CH:24][CH:23]=2)[OH:21])[CH:12]=[CH:11][CH:10]=1. (5) Given the reactants [C:1]1([S:7]([CH2:10][C:11]2[CH:16]=[C:15]([Br:17])[CH:14]=[CH:13][C:12]=2[N+:18]([O-])=O)(=[O:9])=[O:8])[CH:6]=[CH:5][CH:4]=[CH:3][CH:2]=1.[H][H], predict the reaction product. The product is: [Br:17][C:15]1[CH:14]=[CH:13][C:12]([NH2:18])=[C:11]([CH2:10][S:7]([C:1]2[CH:2]=[CH:3][CH:4]=[CH:5][CH:6]=2)(=[O:8])=[O:9])[CH:16]=1. (6) Given the reactants Br[C:2]1[CH:7]=[C:6]([CH2:8][C:9]2[CH:14]=[CH:13][C:12]([O:15][CH2:16][CH3:17])=[CH:11][CH:10]=2)[C:5]([Cl:18])=[CH:4][C:3]=1[CH2:19][CH2:20][CH2:21][O:22][CH2:23][C:24]#[C:25][CH3:26].[Li][CH2:28]CCC.C[Si](C)(C)[O:34][C@@H:35]1[C@@H:40]([O:41][Si](C)(C)C)[C@H:39]([O:46][Si](C)(C)C)[C@@H:38]([CH2:51][O:52][Si](C)(C)C)[O:37][C:36]1=[O:57].CS(O)(=O)=O, predict the reaction product. The product is: [CH2:23]([O:22][CH2:21][CH2:20][CH2:19][C:3]1[CH:4]=[C:5]([Cl:18])[C:6]([CH2:8][C:9]2[CH:14]=[CH:13][C:12]([O:15][CH2:16][CH3:17])=[CH:11][CH:10]=2)=[CH:7][C:2]=1[C:36]1([O:57][CH3:28])[C@H:35]([OH:34])[C@@H:40]([OH:41])[C@H:39]([OH:46])[C@@H:38]([CH2:51][OH:52])[O:37]1)[C:24]#[C:25][CH3:26]. (7) Given the reactants [O:1]=[C:2]1[C:7]([CH2:8][C:9]2[CH:14]=[CH:13][C:12]([C:15]3[C:16]([C:21]#[N:22])=[CH:17][CH:18]=[CH:19][CH:20]=3)=[CH:11][CH:10]=2)=[C:6]([CH2:23][CH2:24][CH3:25])[N:5]2[N:26]=[CH:27][N:28]=[C:4]2[N:3]1[CH:29]1[CH2:34][CH2:33][NH:32][CH2:31][CH2:30]1.O1CCCCC1.[O:41]1[CH:46]=[CH:45][C:44]([C:47](O)=[O:48])=[CH:43][CH2:42]1.ON1C2C=CC=CC=2N=N1.Cl.C(N=C=NCCCN(C)C)C, predict the reaction product. The product is: [O:1]=[C:2]1[C:7]([CH2:8][C:9]2[CH:10]=[CH:11][C:12]([C:15]3[C:16]([C:21]#[N:22])=[CH:17][CH:18]=[CH:19][CH:20]=3)=[CH:13][CH:14]=2)=[C:6]([CH2:23][CH2:24][CH3:25])[N:5]2[N:26]=[CH:27][N:28]=[C:4]2[N:3]1[CH:29]1[CH2:30][CH2:31][N:32]([C:47]([CH:44]2[CH2:45][CH2:46][O:41][CH2:42][CH2:43]2)=[O:48])[CH2:33][CH2:34]1. (8) Given the reactants Cl[C:2]1[N:7]=[CH:6][N:5]=[C:4]([NH2:8])[C:3]=1[C:9]1[O:13][N:12]=[C:11]([CH3:14])[N:10]=1.[NH2:15][C@H:16]([C:19]1[N:20]([C:31]2[CH:36]=[CH:35][CH:34]=[CH:33][CH:32]=2)[C:21](=[O:30])[C:22]2[C:27]([CH:28]=1)=[CH:26][CH:25]=[CH:24][C:23]=2[CH3:29])[CH2:17][CH3:18].CCN(C(C)C)C(C)C.CCOC(C)=O, predict the reaction product. The product is: [NH2:8][C:4]1[N:5]=[CH:6][N:7]=[C:2]([NH:15][C@H:16]([C:19]2[N:20]([C:31]3[CH:36]=[CH:35][CH:34]=[CH:33][CH:32]=3)[C:21](=[O:30])[C:22]3[C:27]([CH:28]=2)=[CH:26][CH:25]=[CH:24][C:23]=3[CH3:29])[CH2:17][CH3:18])[C:3]=1[C:9]1[O:13][N:12]=[C:11]([CH3:14])[N:10]=1. (9) Given the reactants [F:1][C:2]([F:32])([F:31])[C:3]1[CH:4]=[CH:5][C:6]([C:9]2[CH:30]=[CH:29][CH:28]=[CH:27][C:10]=2[C:11]([NH:13][C:14]2[CH:23]=[C:22]3[C:17]([CH:18]=[C:19]([C:24](O)=[O:25])[CH:20]=[N:21]3)=[CH:16][CH:15]=2)=[O:12])=[N:7][CH:8]=1.[N:33]1[CH:38]=[CH:37][CH:36]=[CH:35][C:34]=1[C@H:39]([NH2:42])[CH2:40][CH3:41].Cl.CN(C)CCCN=C=NCC.ON1C2C=CC=CC=2N=N1.C(N(CC)CC)C, predict the reaction product. The product is: [N:33]1[CH:38]=[CH:37][CH:36]=[CH:35][C:34]=1[C@H:39]([NH:42][C:24]([C:19]1[CH:20]=[N:21][C:22]2[C:17]([CH:18]=1)=[CH:16][CH:15]=[C:14]([NH:13][C:11](=[O:12])[C:10]1[CH:27]=[CH:28][CH:29]=[CH:30][C:9]=1[C:6]1[CH:5]=[CH:4][C:3]([C:2]([F:1])([F:31])[F:32])=[CH:8][N:7]=1)[CH:23]=2)=[O:25])[CH2:40][CH3:41].